This data is from NCI-60 drug combinations with 297,098 pairs across 59 cell lines. The task is: Regression. Given two drug SMILES strings and cell line genomic features, predict the synergy score measuring deviation from expected non-interaction effect. (1) Drug 1: CC1=C(C=C(C=C1)NC2=NC=CC(=N2)N(C)C3=CC4=NN(C(=C4C=C3)C)C)S(=O)(=O)N.Cl. Drug 2: CN1C2=C(C=C(C=C2)N(CCCl)CCCl)N=C1CCCC(=O)O.Cl. Cell line: CCRF-CEM. Synergy scores: CSS=25.7, Synergy_ZIP=-9.16, Synergy_Bliss=-2.63, Synergy_Loewe=-8.06, Synergy_HSA=-4.88. (2) Drug 1: C1C(C(OC1N2C=NC3=C(N=C(N=C32)Cl)N)CO)O. Drug 2: CC1=C(C(CCC1)(C)C)C=CC(=CC=CC(=CC(=O)O)C)C. Cell line: A498. Synergy scores: CSS=10.4, Synergy_ZIP=-6.04, Synergy_Bliss=-3.03, Synergy_Loewe=-11.0, Synergy_HSA=-3.16. (3) Drug 1: CNC(=O)C1=CC=CC=C1SC2=CC3=C(C=C2)C(=NN3)C=CC4=CC=CC=N4. Drug 2: C1C(C(OC1N2C=NC3=C(N=C(N=C32)Cl)N)CO)O. Cell line: TK-10. Synergy scores: CSS=1.76, Synergy_ZIP=0.774, Synergy_Bliss=0.989, Synergy_Loewe=-1.26, Synergy_HSA=-0.877. (4) Drug 1: C1=CC(=C2C(=C1NCCNCCO)C(=O)C3=C(C=CC(=C3C2=O)O)O)NCCNCCO. Drug 2: C1=CN(C(=O)N=C1N)C2C(C(C(O2)CO)O)O.Cl. Cell line: MDA-MB-231. Synergy scores: CSS=39.0, Synergy_ZIP=-5.22, Synergy_Bliss=-2.81, Synergy_Loewe=1.34, Synergy_HSA=3.04. (5) Drug 1: C1CCC(C1)C(CC#N)N2C=C(C=N2)C3=C4C=CNC4=NC=N3. Drug 2: CC12CCC3C(C1CCC2O)C(CC4=C3C=CC(=C4)O)CCCCCCCCCS(=O)CCCC(C(F)(F)F)(F)F. Cell line: SNB-19. Synergy scores: CSS=1.55, Synergy_ZIP=0.635, Synergy_Bliss=-0.339, Synergy_Loewe=-1.13, Synergy_HSA=-3.19. (6) Drug 1: CC1C(C(CC(O1)OC2CC(OC(C2O)C)OC3=CC4=CC5=C(C(=O)C(C(C5)C(C(=O)C(C(C)O)O)OC)OC6CC(C(C(O6)C)O)OC7CC(C(C(O7)C)O)OC8CC(C(C(O8)C)O)(C)O)C(=C4C(=C3C)O)O)O)O. Drug 2: C1CNP(=O)(OC1)N(CCCl)CCCl. Cell line: EKVX. Synergy scores: CSS=11.0, Synergy_ZIP=-0.227, Synergy_Bliss=-0.408, Synergy_Loewe=-39.6, Synergy_HSA=0.285. (7) Drug 1: C1=CC=C(C(=C1)C(C2=CC=C(C=C2)Cl)C(Cl)Cl)Cl. Drug 2: C(CN)CNCCSP(=O)(O)O. Cell line: NCI-H322M. Synergy scores: CSS=3.15, Synergy_ZIP=0.159, Synergy_Bliss=1.95, Synergy_Loewe=2.00, Synergy_HSA=1.40. (8) Cell line: NCI-H322M. Drug 1: C1=NC2=C(N=C(N=C2N1C3C(C(C(O3)CO)O)O)F)N. Drug 2: CC1=C(N=C(N=C1N)C(CC(=O)N)NCC(C(=O)N)N)C(=O)NC(C(C2=CN=CN2)OC3C(C(C(C(O3)CO)O)O)OC4C(C(C(C(O4)CO)O)OC(=O)N)O)C(=O)NC(C)C(C(C)C(=O)NC(C(C)O)C(=O)NCCC5=NC(=CS5)C6=NC(=CS6)C(=O)NCCC[S+](C)C)O. Synergy scores: CSS=0.0790, Synergy_ZIP=-0.801, Synergy_Bliss=-0.525, Synergy_Loewe=-2.57, Synergy_HSA=-1.60.